This data is from Forward reaction prediction with 1.9M reactions from USPTO patents (1976-2016). The task is: Predict the product of the given reaction. (1) Given the reactants [CH3:1][C:2]([CH3:8])([CH3:7])[CH2:3][C:4](Cl)=[O:5].[Br:9][C:10]1[CH:11]=[CH:12][C:13]([CH3:17])=[C:14]([CH:16]=1)[NH2:15].O, predict the reaction product. The product is: [Br:9][C:10]1[CH:11]=[CH:12][C:13]([CH3:17])=[C:14]([NH:15][C:4](=[O:5])[CH2:3][C:2]([CH3:8])([CH3:7])[CH3:1])[CH:16]=1. (2) Given the reactants [CH3:1][O:2][CH:3]([O:14][CH3:15])[C:4](=O)[CH2:5][C:6](=O)[C:7]([O:9][CH2:10][CH3:11])=[O:8].[CH3:16][NH:17][NH2:18], predict the reaction product. The product is: [CH3:1][O:2][CH:3]([O:14][CH3:15])[C:4]1[CH:5]=[C:6]([C:7]([O:9][CH2:10][CH3:11])=[O:8])[N:17]([CH3:16])[N:18]=1.